This data is from Catalyst prediction with 721,799 reactions and 888 catalyst types from USPTO. The task is: Predict which catalyst facilitates the given reaction. (1) Reactant: [C:1]([C:5]1[CH:10]=[C:9]([CH3:11])[CH:8]=[C:7]([C:12]([CH3:15])([CH3:14])[CH3:13])[C:6]=1[OH:16])([CH3:4])([CH3:3])[CH3:2].[H-].[Na+].[N:19]1[CH:24]=[CH:23][CH:22]=[CH:21][C:20]=1[CH2:25]Cl. Product: [C:12]([C:7]1[CH:8]=[C:9]([CH3:11])[CH:10]=[C:5]([C:1]([CH3:4])([CH3:3])[CH3:2])[C:6]=1[O:16][CH2:25][C:20]1[CH:21]=[CH:22][CH:23]=[CH:24][N:19]=1)([CH3:15])([CH3:14])[CH3:13]. The catalyst class is: 18. (2) Reactant: [Cl:1][C:2]1[N:10](CC=C)[C:9]2[C:8](=[O:14])[N:7]([CH3:15])[C:6](=[O:16])[NH:5][C:4]=2[N:3]=1.C(=O)([O-])[O-].[Cs+].[Cs+].Br[CH2:24][CH2:25][CH2:26][C:27]([F:30])([F:29])[F:28].N1CCOCC1.Cl. Product: [Cl:1][C:2]1[NH:10][C:9]2[C:8](=[O:14])[N:7]([CH3:15])[C:6](=[O:16])[N:5]([CH2:24][CH2:25][CH2:26][C:27]([F:30])([F:29])[F:28])[C:4]=2[N:3]=1. The catalyst class is: 176. (3) Reactant: [C:1]1([OH:11])[C:10]2[C:5](=[CH:6][CH:7]=[CH:8][CH:9]=2)[CH:4]=[CH:3][CH:2]=1.[CH2:12]([O:19][C@H:20]([C@H:22]([N:26]1[CH:30]=[C:29]([C:31]([NH2:33])=[O:32])[N:28]=[CH:27]1)[CH2:23][CH2:24]O)[CH3:21])[C:13]1[CH:18]=[CH:17][CH:16]=[CH:15][CH:14]=1.C1(P(C2C=CC=CC=2)C2C=CC=CC=2)C=CC=CC=1.N(C(OCC)=O)=NC(OCC)=O. Product: [CH2:12]([O:19][C@H:20]([C@H:22]([N:26]1[CH:30]=[C:29]([C:31]([NH2:33])=[O:32])[N:28]=[CH:27]1)[CH2:23][CH2:24][O:11][C:1]1[C:10]2[C:5](=[CH:6][CH:7]=[CH:8][CH:9]=2)[CH:4]=[CH:3][CH:2]=1)[CH3:21])[C:13]1[CH:18]=[CH:17][CH:16]=[CH:15][CH:14]=1. The catalyst class is: 7.